Predict which catalyst facilitates the given reaction. From a dataset of Catalyst prediction with 721,799 reactions and 888 catalyst types from USPTO. The catalyst class is: 1. Product: [CH3:1][C:2]([Si:5]([CH3:30])([CH3:29])[O:6][CH2:7][C@@H:8]([O:10][C:11]1[CH:12]=[C:13]([CH:18]=[C:19]([O:21][CH2:22][C:23]2[CH:24]=[CH:25][CH:26]=[CH:27][CH:28]=2)[CH:20]=1)[C:14]([OH:16])=[O:15])[CH3:9])([CH3:3])[CH3:4]. Reactant: [CH3:1][C:2]([Si:5]([CH3:30])([CH3:29])[O:6][CH2:7][C@@H:8]([O:10][C:11]1[CH:12]=[C:13]([CH:18]=[C:19]([O:21][CH2:22][C:23]2[CH:28]=[CH:27][CH:26]=[CH:25][CH:24]=2)[CH:20]=1)[C:14]([O:16]C)=[O:15])[CH3:9])([CH3:4])[CH3:3].O.O.[OH-].[Li+].C(O)(=O)CC(CC(O)=O)(C(O)=O)O.